Dataset: Reaction yield outcomes from USPTO patents with 853,638 reactions. Task: Predict the reaction yield, written as a fraction of the theoretical maximum amount of product (1.0 means a 100% yield; for example, 0.34 means a 34% yield). (1) The reactants are [O:1]1[CH2:6][CH2:5][CH:4]([C:7]([C:9]2[S:13][C:12]([NH2:14])=[N:11][C:10]=2[C:15]2[O:16][CH:17]=[CH:18][CH:19]=2)=[O:8])[CH2:3][CH2:2]1.[CH3:20][N:21]([CH3:31])[C:22]1[CH:30]=[CH:29][C:25]([C:26](O)=[O:27])=[CH:24][CH:23]=1.CCN=C=NCCCN(C)C.Cl.O.ON1C2C=CC=CC=2N=N1. The catalyst is CN(C=O)C.O. The product is [CH3:20][N:21]([CH3:31])[C:22]1[CH:30]=[CH:29][C:25]([C:26]([NH:14][C:12]2[S:13][C:9]([C:7]([CH:4]3[CH2:5][CH2:6][O:1][CH2:2][CH2:3]3)=[O:8])=[C:10]([C:15]3[O:16][CH:17]=[CH:18][CH:19]=3)[N:11]=2)=[O:27])=[CH:24][CH:23]=1. The yield is 0.0300. (2) The catalyst is C(O)C. The yield is 0.300. The product is [CH2:9]([O:8][C:6]([C:5]1[C:4](=[O:22])[C:18]2[C:13](=[C:14]([Br:21])[CH:15]=[CH:16][C:17]=2[O:19][CH3:20])[NH:12][CH:11]=1)=[O:7])[CH3:10]. The reactants are C(O[C:4](=[O:22])[C:5](=[CH:11][NH:12][C:13]1[CH:18]=[C:17]([O:19][CH3:20])[CH:16]=[CH:15][C:14]=1[Br:21])[C:6]([O:8][CH2:9][CH3:10])=[O:7])C.C(=O)(O)[O-].[Na+]. (3) The reactants are [Cl:1][C:2]1[C:3]([C:18](=[N:20][OH:21])[NH2:19])=[CH:4][C:5]([F:17])=[C:6]([CH2:8][CH2:9][C:10]([O:12][C:13]([CH3:16])([CH3:15])[CH3:14])=[O:11])[CH:7]=1.[CH3:22][CH2:23][N:24]=[C:25]=[N:26][CH2:27][CH2:28][CH2:29]N(C)C.Cl.C1C=[CH:36][C:37]2N(O)N=[N:40][C:38]=2C=1.[CH3:44]N(C)C(=O)C. The catalyst is CCOC(C)=O. The product is [Cl:1][C:2]1[C:3]([C:18]2[N:19]=[C:44]([C:23]3[N:24]=[C:25]4[C:37]([C:38]#[N:40])=[CH:36][C:28]([CH3:29])=[CH:27][N:26]4[CH:22]=3)[O:21][N:20]=2)=[CH:4][C:5]([F:17])=[C:6]([CH2:8][CH2:9][C:10]([O:12][C:13]([CH3:16])([CH3:15])[CH3:14])=[O:11])[CH:7]=1. The yield is 0.490.